Dataset: Reaction yield outcomes from USPTO patents with 853,638 reactions. Task: Predict the reaction yield, written as a fraction of the theoretical maximum amount of product (1.0 means a 100% yield; for example, 0.34 means a 34% yield). (1) The reactants are [NH2:1][C:2]1[CH:7]=[CH:6][C:5]([N+:8]([O-:10])=[O:9])=[CH:4][N:3]=1.C[Si]([N-][Si](C)(C)C)(C)C.[Na+].[C:21](O[C:21]([O:23][C:24]([CH3:27])([CH3:26])[CH3:25])=[O:22])([O:23][C:24]([CH3:27])([CH3:26])[CH3:25])=[O:22].O. The catalyst is C1COCC1. The product is [N+:8]([C:5]1[CH:6]=[CH:7][C:2]([NH:1][C:21](=[O:22])[O:23][C:24]([CH3:27])([CH3:26])[CH3:25])=[N:3][CH:4]=1)([O-:10])=[O:9]. The yield is 0.620. (2) The reactants are [CH3:1][O:2][C:3]1[C:20]([O:21][CH3:22])=[CH:19][C:6]([C:7]([C:9]2[NH:13][N:12]=[N:11][C:10]=2[C:14]([O:16][CH2:17][CH3:18])=[O:15])=[O:8])=[C:5]([N+:23]([O-:25])=[O:24])[CH:4]=1.O.[C:27]1([CH3:37])[CH:32]=[CH:31][C:30](S(O)(=O)=O)=[CH:29][CH:28]=1.C(OCC)(OCC)[O:39][CH2:40][CH3:41]. The catalyst is C(Cl)Cl. The product is [CH2:40]([O:39][C:31]([N:12]1[N:11]=[C:10]([C:14]([O:16][CH2:17][CH3:18])=[O:15])[C:9]([C:7](=[O:8])[C:6]2[CH:19]=[C:20]([O:21][CH3:22])[C:3]([O:2][CH3:1])=[CH:4][C:5]=2[N+:23]([O-:25])=[O:24])=[N:13]1)([CH2:30][CH2:29][CH3:28])[CH2:32][CH2:27][CH3:37])[CH3:41]. The yield is 0.820. (3) The reactants are Br[C:2]1[N:7]=[C:6]([C:8]([OH:10])=[O:9])[CH:5]=[CH:4][C:3]=1[F:11].[CH2:12]([O:19][C:20]1[CH:25]=[CH:24][C:23](B(O)O)=[C:22]([F:29])[CH:21]=1)[C:13]1[CH:18]=[CH:17][CH:16]=[CH:15][CH:14]=1. The catalyst is C1C=CC(P(C2C=CC=CC=2)[C-]2C=CC=C2)=CC=1.C1C=CC(P(C2C=CC=CC=2)[C-]2C=CC=C2)=CC=1.Cl[Pd]Cl.[Fe+2].C(Cl)Cl. The product is [CH2:12]([O:19][C:20]1[CH:25]=[CH:24][C:23]([C:2]2[N:7]=[C:6]([C:8]([OH:10])=[O:9])[CH:5]=[CH:4][C:3]=2[F:11])=[C:22]([F:29])[CH:21]=1)[C:13]1[CH:14]=[CH:15][CH:16]=[CH:17][CH:18]=1. The yield is 0.280. (4) The reactants are [H-].[Al+3].[H-].[H-].S(=O)(=O)(O)O.[H-].[Al+3].[Li+].[H-].[H-].[H-].C([O:18][C:19]([C@H:21]1[C@H:26]([C:27]2[CH:32]=[CH:31][C:30]([F:33])=[CH:29][CH:28]=2)[CH2:25][CH2:24][NH:23][C:22]1=O)=O)C. The catalyst is O1CCCC1. The product is [F:33][C:30]1[CH:31]=[CH:32][C:27]([C@@H:26]2[CH2:25][CH2:24][NH:23][CH2:22][C@H:21]2[CH2:19][OH:18])=[CH:28][CH:29]=1. The yield is 0.620.